This data is from Full USPTO retrosynthesis dataset with 1.9M reactions from patents (1976-2016). The task is: Predict the reactants needed to synthesize the given product. Given the product [Cl:5][C:6]1[CH:7]=[C:8]([CH:33]=[CH:34][CH:35]=1)[CH2:9][N:10]1[C:14]2=[C:15]([N:21]3[CH2:30][CH2:29][C:28]4[C:23](=[CH:24][CH:25]=[CH:26][CH:27]=4)[CH2:22]3)[N:16]=[C:17]([C:19]3[NH:20][N:3]=[N:2][N:1]=3)[CH:18]=[C:13]2[C:12]([CH3:31])=[C:11]1[CH3:32], predict the reactants needed to synthesize it. The reactants are: [N-:1]=[N+:2]=[N-:3].[Na+].[Cl:5][C:6]1[CH:7]=[C:8]([CH:33]=[CH:34][CH:35]=1)[CH2:9][N:10]1[C:14]2=[C:15]([N:21]3[CH2:30][CH2:29][C:28]4[C:23](=[CH:24][CH:25]=[CH:26][CH:27]=4)[CH2:22]3)[N:16]=[C:17]([C:19]#[N:20])[CH:18]=[C:13]2[C:12]([CH3:31])=[C:11]1[CH3:32].[Cl-].[NH4+].N([O-])=O.[Na+].